Dataset: Forward reaction prediction with 1.9M reactions from USPTO patents (1976-2016). Task: Predict the product of the given reaction. (1) Given the reactants Br[CH2:2][C:3]([C:5]1[CH:14]=[CH:13][C:12]2[C:11]([CH3:16])([CH3:15])[CH2:10][CH2:9][C:8]([CH3:18])([CH3:17])[C:7]=2[CH:6]=1)=O.[OH:19][CH2:20][CH2:21][CH2:22][CH2:23][NH:24][CH:25]1[CH2:31][CH2:30][CH2:29][N:28]([C:32](=[S:34])[NH2:33])[CH2:27][CH2:26]1, predict the reaction product. The product is: [CH3:15][C:11]1([CH3:16])[CH2:10][CH2:9][C:8]([CH3:17])([CH3:18])[C:7]2[CH:6]=[C:5]([C:3]3[N:33]=[C:32]([N:28]4[CH2:29][CH2:30][CH2:31][CH:25]([NH:24][CH2:23][CH2:22][CH2:21][CH2:20][OH:19])[CH2:26][CH2:27]4)[S:34][CH:2]=3)[CH:14]=[CH:13][C:12]1=2. (2) Given the reactants [CH2:1]([C:3]1[C:7]2[CH:8]=[CH:9][CH:10]=[CH:11][C:6]=2[O:5][C:4]=1[C:12](=[N:14][S@@:15]([C:17]([CH3:20])([CH3:19])[CH3:18])=[O:16])[CH3:13])[CH3:2].B1C2CCCC1CCC2, predict the reaction product. The product is: [CH2:1]([C:3]1[C:7]2[CH:8]=[CH:9][CH:10]=[CH:11][C:6]=2[O:5][C:4]=1[CH:12]([NH:14][S@@:15]([C:17]([CH3:19])([CH3:18])[CH3:20])=[O:16])[CH3:13])[CH3:2]. (3) Given the reactants Cl.[F:2][C:3]1[CH:8]=[CH:7][C:6]([NH:9]N)=[CH:5][CH:4]=1.O=[C:12]1[CH2:17][CH2:16][CH:15]([NH:18][C:19](=[O:23])[CH:20]([CH3:22])[CH3:21])[CH2:14][CH2:13]1, predict the reaction product. The product is: [F:2][C:3]1[CH:8]=[C:7]2[C:6](=[CH:5][CH:4]=1)[NH:9][C:12]1[CH2:17][CH2:16][CH:15]([NH:18][C:19](=[O:23])[CH:20]([CH3:21])[CH3:22])[CH2:14][C:13]2=1. (4) Given the reactants [F:1][C:2]([F:22])([F:21])[C:3]([N:5]1[CH2:11][CH2:10][C:9]2[CH:12]=[C:13]([O:19][CH3:20])[C:14]([N+:16]([O-])=O)=[CH:15][C:8]=2[CH2:7][CH2:6]1)=[O:4], predict the reaction product. The product is: [NH2:16][C:14]1[C:13]([O:19][CH3:20])=[CH:12][C:9]2[CH2:10][CH2:11][N:5]([C:3](=[O:4])[C:2]([F:1])([F:21])[F:22])[CH2:6][CH2:7][C:8]=2[CH:15]=1. (5) Given the reactants [Cl:1][C:2]1[CH:10]=[C:9]([F:11])[C:8]([N:12]2[C:17](=[O:18])[CH:16]=[C:15]([C:19]([F:22])([F:21])[F:20])[N:14]([CH3:23])[C:13]2=[O:24])=[CH:7][C:3]=1[C:4]([OH:6])=[O:5].C(N1C=CN=C1)(N1C=CN=C1)=O.[CH3:37][N:38]([S:42](=[O:45])(=[O:44])[NH2:43])[CH:39]([CH3:41])[CH3:40].N12CCCN=C1CCCCC2, predict the reaction product. The product is: [Cl:1][C:2]1[CH:10]=[C:9]([F:11])[C:8]([N:12]2[C:17](=[O:18])[CH:16]=[C:15]([C:19]([F:20])([F:22])[F:21])[N:14]([CH3:23])[C:13]2=[O:24])=[CH:7][C:3]=1[C:4]([OH:6])=[O:5].[CH3:37][N:38]([S:42](=[O:45])(=[O:44])[NH2:43])[CH:39]([CH3:41])[CH3:40].[Cl:1][C:2]1[CH:10]=[C:9]([F:11])[C:8]([N:12]2[C:17](=[O:18])[CH:16]=[C:15]([C:19]([F:22])([F:20])[F:21])[N:14]([CH3:23])[C:13]2=[O:24])=[CH:7][C:3]=1[C:4]([NH:43][S:42](=[O:45])(=[O:44])[N:38]([CH:39]([CH3:41])[CH3:40])[CH3:37])=[O:6]. (6) Given the reactants [CH3:1][C@@H:2]1[N:7](CC2C=CC=CC=2)[CH2:6][C@@H:5]([CH2:15][N:16]([CH3:18])[CH3:17])[O:4][CH2:3]1, predict the reaction product. The product is: [CH3:1][C@@H:2]1[NH:7][CH2:6][C@@H:5]([CH2:15][N:16]([CH3:17])[CH3:18])[O:4][CH2:3]1. (7) The product is: [OH:31][C@@H:32]([CH2:34][O:35][C:36]1[CH:37]=[CH:38][C:39]2[S:43][C:42]([CH3:44])=[N:41][C:40]=2[CH:45]=1)[CH2:33][N:4]1[CH2:5][CH2:6][N:1]([CH2:7][CH2:8][NH:9][C:10]([C:12]2[CH:17]=[CH:16][C:15]([C:18]([F:19])([F:21])[F:20])=[CH:14][CH:13]=2)=[O:11])[CH2:2][CH2:3]1. Given the reactants [N:1]1([CH2:7][CH2:8][NH:9][C:10]([C:12]2[CH:17]=[CH:16][C:15]([C:18]([F:21])([F:20])[F:19])=[CH:14][CH:13]=2)=[O:11])[CH2:6][CH2:5][NH:4][CH2:3][CH2:2]1.C(N(C(C)C)CC)(C)C.[O:31]1[CH2:33][C@@H:32]1[CH2:34][O:35][C:36]1[CH:37]=[CH:38][C:39]2[S:43][C:42]([CH3:44])=[N:41][C:40]=2[CH:45]=1, predict the reaction product. (8) Given the reactants [N:1]1[CH:6]=[CH:5][C:4]([NH2:7])=[N:3][CH:2]=1.N1C=CC=CC=1.Cl[C:15]([O:17][CH2:18][C:19]([Cl:22])([Cl:21])[Cl:20])=[O:16], predict the reaction product. The product is: [N:1]1[CH:6]=[CH:5][C:4]([NH:7][C:15](=[O:16])[O:17][CH2:18][C:19]([Cl:22])([Cl:21])[Cl:20])=[N:3][CH:2]=1.